From a dataset of Forward reaction prediction with 1.9M reactions from USPTO patents (1976-2016). Predict the product of the given reaction. (1) Given the reactants [NH2:1][C:2]1[CH:3]=[N:4][C:5]2[C:10]([C:11]=1[NH:12][C:13]1[CH:18]=[CH:17][C:16]([C:19]([CH3:23])([CH3:22])[C:20]#[N:21])=[CH:15][CH:14]=1)=[CH:9][CH:8]=[CH:7][C:6]=2[Br:24].C(N(CC)CC)C.ClC([O:35][C:36](Cl)(Cl)Cl)=O, predict the reaction product. The product is: [Br:24][C:6]1[CH:7]=[CH:8][C:9]2[N:4]=[CH:3][C:2]3[NH:1][C:36](=[O:35])[N:12]([C:13]4[CH:14]=[CH:15][C:16]([C:19]([CH3:23])([CH3:22])[C:20]#[N:21])=[CH:17][CH:18]=4)[C:11]=3[C:10]=2[CH:5]=1. (2) Given the reactants Br[C:2]1[CH:3]=[C:4]([N:8]([CH2:16][C:17]2[CH:22]=[CH:21][CH:20]=[C:19]([O:23][C:24]([F:27])([F:26])[F:25])[CH:18]=2)[CH2:9][CH:10]([OH:15])[C:11]([F:14])([F:13])[F:12])[CH:5]=[CH:6][CH:7]=1.[OH:28][C:29]1[CH:30]=[CH:31][C:32]([CH3:35])=[N:33][CH:34]=1.C([O-])([O-])=O.[Cs+].[Cs+].CC1C=CC(OC2C=C(CC(NCC3C=CC=C(OC(F)(F)F)C=3)(O)C(F)(F)F)C=CC=2)=CN=1, predict the reaction product. The product is: [CH3:35][C:32]1[CH:31]=[CH:30][C:29]([O:28][C:2]2[CH:3]=[C:4]([N:8]([CH2:16][C:17]3[CH:22]=[CH:21][CH:20]=[C:19]([O:23][C:24]([F:27])([F:26])[F:25])[CH:18]=3)[CH2:9][CH:10]([OH:15])[C:11]([F:14])([F:13])[F:12])[CH:5]=[CH:6][CH:7]=2)=[CH:34][N:33]=1. (3) Given the reactants [CH:1]([C:4]1[CH:5]=[C:6]([CH:10]=[CH:11][N:12]=1)[C:7]([OH:9])=O)([CH3:3])[CH3:2].CN(C(ON1N=NC2C=CC=NC1=2)=[N+](C)C)C.F[P-](F)(F)(F)(F)F.C(N(C(C)C)C(C)C)C.[O:46]1[CH2:51][CH2:50][O:49][CH2:48][CH:47]1[C:52]1[C:60]2[S:59][C:58]([NH2:61])=[N:57][C:56]=2[C:55]([O:62][CH3:63])=[CH:54][CH:53]=1, predict the reaction product. The product is: [O:46]1[CH2:51][CH2:50][O:49][CH2:48][CH:47]1[C:52]1[C:60]2[S:59][C:58]([NH:61][C:7](=[O:9])[C:6]3[CH:10]=[CH:11][N:12]=[C:4]([CH:1]([CH3:2])[CH3:3])[CH:5]=3)=[N:57][C:56]=2[C:55]([O:62][CH3:63])=[CH:54][CH:53]=1. (4) Given the reactants [F:1][C:2]([F:14])([F:13])[C:3]1[NH:7][N:6]=[N:5][C:4]=1[C:8]([O:10]CC)=[O:9].[OH-].[Na+].Cl, predict the reaction product. The product is: [F:14][C:2]([F:1])([F:13])[C:3]1[NH:7][N:6]=[N:5][C:4]=1[C:8]([OH:10])=[O:9]. (5) Given the reactants Cl[C:2]1[C:3]2[CH:10]=[CH:9][N:8]([CH2:11][O:12][CH2:13][CH2:14][Si:15]([CH3:18])([CH3:17])[CH3:16])[C:4]=2[N:5]=[CH:6][N:7]=1.[CH3:19][C:20]1[CH:25]=[C:24]([CH3:26])[CH:23]=[CH:22][C:21]=1B(O)O.C(=O)(O)[O-].[Na+], predict the reaction product. The product is: [CH3:19][C:20]1[CH:25]=[C:24]([CH3:26])[CH:23]=[CH:22][C:21]=1[C:2]1[C:3]2[CH:10]=[CH:9][N:8]([CH2:11][O:12][CH2:13][CH2:14][Si:15]([CH3:18])([CH3:17])[CH3:16])[C:4]=2[N:5]=[CH:6][N:7]=1.